Dataset: Catalyst prediction with 721,799 reactions and 888 catalyst types from USPTO. Task: Predict which catalyst facilitates the given reaction. (1) Reactant: [O:1]1[CH:5]=[C:4]([CH:6]([NH2:20])[CH:7]2[CH2:11][CH2:10][N:9]([C@H](C3C=CC=CC=3)C)[CH2:8]2)[N:3]=[CH:2]1.C([O-])=O.[NH4+]. Product: [O:1]1[CH:5]=[C:4]([CH:6]([NH2:20])[CH:7]2[CH2:11][CH2:10][NH:9][CH2:8]2)[N:3]=[CH:2]1. The catalyst class is: 43. (2) Reactant: [NH:1]1[C:5]2[CH:6]=[CH:7][CH:8]=[CH:9][C:4]=2[N:3]=[C:2]1[N:10]1[CH2:19][CH2:18][C:13]2([O:17][CH2:16][CH2:15][O:14]2)[CH2:12][CH2:11]1.CC(C)([O-])C.[K+].[F:26][C:27]1[CH:34]=[CH:33][C:30]([CH2:31]Br)=[CH:29][CH:28]=1.O. Product: [F:26][C:27]1[CH:34]=[CH:33][C:30]([CH2:31][N:1]2[C:5]3[CH:6]=[CH:7][CH:8]=[CH:9][C:4]=3[N:3]=[C:2]2[N:10]2[CH2:11][CH2:12][C:13]3([O:14][CH2:15][CH2:16][O:17]3)[CH2:18][CH2:19]2)=[CH:29][CH:28]=1. The catalyst class is: 9. (3) Reactant: CS(O[CH2:6][C:7]1[CH:8]=[C:9]([C:13]2[CH:18]=[CH:17][C:16]([O:19][CH2:20][C:21]3[CH:26]=[CH:25][CH:24]=[CH:23][CH:22]=3)=[CH:15][CH:14]=2)[CH:10]=[CH:11][CH:12]=1)(=O)=O.[C:27]([C:31]1[CH:36]=[CH:35][C:34]([C:37]2[C:45]3[C:40](=[CH:41][CH:42]=[CH:43][CH:44]=3)[NH:39][C:38]=2[C:46]([O:48][CH2:49][CH3:50])=[O:47])=[CH:33][CH:32]=1)([CH3:30])([CH3:29])[CH3:28].C([O-])([O-])=O.[K+].[K+].CCOC(C)=O. Product: [CH2:20]([O:19][C:16]1[CH:17]=[CH:18][C:13]([C:9]2[CH:10]=[CH:11][CH:12]=[C:7]([CH2:6][N:39]3[C:40]4[C:45](=[CH:44][CH:43]=[CH:42][CH:41]=4)[C:37]([C:34]4[CH:33]=[CH:32][C:31]([C:27]([CH3:30])([CH3:28])[CH3:29])=[CH:36][CH:35]=4)=[C:38]3[C:46]([O:48][CH2:49][CH3:50])=[O:47])[CH:8]=2)=[CH:14][CH:15]=1)[C:21]1[CH:22]=[CH:23][CH:24]=[CH:25][CH:26]=1. The catalyst class is: 3.